Task: Predict which catalyst facilitates the given reaction.. Dataset: Catalyst prediction with 721,799 reactions and 888 catalyst types from USPTO (1) Reactant: [CH3:1][C:2]1[CH:12]=[CH:11][C:5]([CH:6]=[CH:7][C:8]([OH:10])=O)=[CH:4][CH:3]=1.C(Cl)(=O)C(Cl)=O.[CH3:19][N:20]([CH3:36])[CH:21]1[CH2:25][CH2:24][N:23]([C:26]2[S:27][C:28]3[CH:34]=[C:33]([NH2:35])[CH:32]=[CH:31][C:29]=3[N:30]=2)[CH2:22]1. Product: [CH3:19][N:20]([CH3:36])[CH:21]1[CH2:25][CH2:24][N:23]([C:26]2[S:27][C:28]3[CH:34]=[C:33]([NH:35][C:8](=[O:10])[CH:7]=[CH:6][C:5]4[CH:4]=[CH:3][C:2]([CH3:1])=[CH:12][CH:11]=4)[CH:32]=[CH:31][C:29]=3[N:30]=2)[CH2:22]1. The catalyst class is: 85. (2) Reactant: C([O:3][C:4](=[O:30])[C:5]([CH3:29])([CH3:28])[CH2:6][CH2:7][CH2:8][CH2:9][CH2:10][CH:11](C1C=CC=CC=1Cl)[N:12]1[CH2:17][CH2:16][C:15]2[O:18][CH:19]=[CH:20][C:14]=2[CH2:13]1)C.C(O)C.[OH-].[Na+]. Product: [O:18]1[C:15]2[CH2:16][CH2:17][N:12]([CH2:11][CH2:10][CH2:9][CH2:8][CH2:7][CH2:6][C:5]([CH3:29])([CH3:28])[C:4]([OH:30])=[O:3])[CH2:13][C:14]=2[CH:20]=[CH:19]1. The catalyst class is: 6. (3) Reactant: [Cl:1][C:2]1[CH:7]=[CH:6][C:5]([C:8]2[N:9]=[C:10]([C:29]3[CH:34]=[CH:33][CH:32]=[CH:31][CH:30]=3)[O:11][C:12]=2[CH2:13][CH2:14][C:15]([NH:17][C:18]2[CH:23]=[CH:22][C:21]([C:24]([O:26]CC)=[O:25])=[CH:20][CH:19]=2)=[O:16])=[CH:4][CH:3]=1.[OH-].[K+].C(O)C.Cl. Product: [Cl:1][C:2]1[CH:3]=[CH:4][C:5]([C:8]2[N:9]=[C:10]([C:29]3[CH:30]=[CH:31][CH:32]=[CH:33][CH:34]=3)[O:11][C:12]=2[CH2:13][CH2:14][C:15]([NH:17][C:18]2[CH:23]=[CH:22][C:21]([C:24]([OH:26])=[O:25])=[CH:20][CH:19]=2)=[O:16])=[CH:6][CH:7]=1. The catalyst class is: 132. (4) Reactant: [Cl:1][C:2]1[N:7]=[C:6]([C:8]#[N:9])[CH:5]=[C:4]([CH3:10])[N:3]=1.C(N(CC)CC)C.Cl.[NH2:19][OH:20]. Product: [Cl:1][C:2]1[N:7]=[C:6]([C:8]([NH:19][OH:20])=[NH:9])[CH:5]=[C:4]([CH3:10])[N:3]=1. The catalyst class is: 8.